Task: Predict the product of the given reaction.. Dataset: Forward reaction prediction with 1.9M reactions from USPTO patents (1976-2016) (1) Given the reactants [C:1]([CH:4](OS(C1C=CC(C)=CC=1)(=O)=O)[C:5]1[CH:10]=[CH:9][CH:8]=[CH:7][CH:6]=1)(=[O:3])[NH2:2].[F:22][C:23]1[CH:28]=[CH:27][C:26]([CH2:29][CH2:30][C@H:31]2[C:40]3[C:35](=[CH:36][C:37]([O:43][CH3:44])=[C:38]([O:41][CH3:42])[CH:39]=3)[CH2:34][CH2:33][NH:32]2)=[C:25]([C:45]([F:48])([F:47])[F:46])[CH:24]=1, predict the reaction product. The product is: [F:22][C:23]1[CH:28]=[CH:27][C:26]([CH2:29][CH2:30][C@H:31]2[C:40]3[C:35](=[CH:36][C:37]([O:43][CH3:44])=[C:38]([O:41][CH3:42])[CH:39]=3)[CH2:34][CH2:33][N:32]2[C@H:4]([C:5]2[CH:6]=[CH:7][CH:8]=[CH:9][CH:10]=2)[C:1]([NH2:2])=[O:3])=[C:25]([C:45]([F:48])([F:46])[F:47])[CH:24]=1. (2) Given the reactants O(C[C@H:10]([OH:12])C)[Si](C(C)(C)C)(C)C.N[C:14]1C=CN(C)N=1.[CH3:20][O:21][C:22](=[O:42])[C:23]1[CH:28]=[C:27]([OH:29])[CH:26]=[C:25]([O:30][C:31]2[CH:36]=[CH:35][C:34]([C:37](=[O:41])[N:38]([CH3:40])[CH3:39])=[CH:33][CH:32]=2)[CH:24]=1, predict the reaction product. The product is: [CH3:20][O:21][C:22](=[O:42])[C:23]1[CH:28]=[C:27]([O:29][CH2:14][O:12][CH3:10])[CH:26]=[C:25]([O:30][C:31]2[CH:32]=[CH:33][C:34]([C:37](=[O:41])[N:38]([CH3:39])[CH3:40])=[CH:35][CH:36]=2)[CH:24]=1. (3) The product is: [C:1]([Si:5]([C:37]1[CH:42]=[CH:41][CH:40]=[CH:39][CH:38]=1)([C:31]1[CH:36]=[CH:35][CH:34]=[CH:33][CH:32]=1)[O:6][CH2:7][C@H:8]([N:10]1[C:15]2=[N:16][C:17]([NH:43][C:44]3[CH:49]=[CH:48][CH:47]=[CH:46][CH:45]=3)=[N:18][CH:19]=[C:14]2[C@@H:13]([CH3:21])[N:12]([C:22]2[CH:27]=[CH:26][C:25]([O:28][CH3:29])=[CH:24][CH:23]=2)[C:11]1=[O:30])[CH3:9])([CH3:4])([CH3:3])[CH3:2]. Given the reactants [C:1]([Si:5]([C:37]1[CH:42]=[CH:41][CH:40]=[CH:39][CH:38]=1)([C:31]1[CH:36]=[CH:35][CH:34]=[CH:33][CH:32]=1)[O:6][CH2:7][C@H:8]([N:10]1[C:15]2=[N:16][C:17](Cl)=[N:18][CH:19]=[C:14]2[C@@H:13]([CH3:21])[N:12]([C:22]2[CH:27]=[CH:26][C:25]([O:28][CH3:29])=[CH:24][CH:23]=2)[C:11]1=[O:30])[CH3:9])([CH3:4])([CH3:3])[CH3:2].[NH2:43][C:44]1[CH:49]=[CH:48][CH:47]=[CH:46][CH:45]=1, predict the reaction product. (4) The product is: [Br:1][C:2]1[CH:3]=[C:4]2[C:9](=[N:10][CH:11]=1)[NH:8][CH2:7][CH2:6][CH2:5]2. Given the reactants [Br:1][C:2]1[CH:3]=[C:4]2[C:9](=[N:10][CH:11]=1)[NH:8][C:7](=O)[CH2:6][CH2:5]2.[BH4-].[Na+], predict the reaction product.